From a dataset of Forward reaction prediction with 1.9M reactions from USPTO patents (1976-2016). Predict the product of the given reaction. (1) Given the reactants [CH2:1]([C@@H:3]1[CH2:20][C:19]2[CH2:18][C:17]([O:21]C)=[CH:16][CH2:15][C:14]=2[C@@H:13]2[C@@H:4]1[C:5]1[C@@:9]([CH2:11][CH2:12]2)([CH3:10])[C@@H:8]([OH:23])[CH2:7][C:6]=1[CH3:24])[CH3:2].C(O)(=O)C(O)=O, predict the reaction product. The product is: [CH2:1]([C@@H:3]1[CH2:20][C:19]2[CH2:18][C:17](=[O:21])[CH2:16][CH2:15][C:14]=2[C@@H:13]2[C@@H:4]1[C:5]1[C@@:9]([CH2:11][CH2:12]2)([CH3:10])[C@@H:8]([OH:23])[CH2:7][C:6]=1[CH3:24])[CH3:2]. (2) Given the reactants [CH3:1][O:2][C:3]1[CH:11]=[C:10]2[C:6]([CH2:7][CH2:8][C:9]2=[O:12])=[CH:5][C:4]=1[N:13]1[CH2:18][CH2:17][O:16][CH2:15][CH2:14]1.[CH2:19]([N:26]1[CH2:31][CH2:30][CH:29]([CH:32]=O)[CH2:28][CH2:27]1)[C:20]1[CH:25]=[CH:24][CH:23]=[CH:22][CH:21]=1.C1(C)C=CC(S(O)(=O)=O)=CC=1, predict the reaction product. The product is: [CH2:19]([N:26]1[CH2:31][CH2:30][CH:29](/[CH:32]=[C:8]2/[C:9](=[O:12])[C:10]3[C:6]([CH2:7]/2)=[CH:5][C:4]([N:13]2[CH2:14][CH2:15][O:16][CH2:17][CH2:18]2)=[C:3]([O:2][CH3:1])[CH:11]=3)[CH2:28][CH2:27]1)[C:20]1[CH:25]=[CH:24][CH:23]=[CH:22][CH:21]=1. (3) Given the reactants [NH2:1][C:2]1[CH:7]=[C:6]([C:8]([F:11])([F:10])[F:9])[C:5]([Br:12])=[CH:4][C:3]=1[NH:13][CH:14]1[CH2:19][CH2:18][N:17]([C@H:20]2[CH2:25][CH2:24][C@H:23]([O:26][CH3:27])[CH2:22][CH2:21]2)[CH2:16][CH2:15]1.C(N(C(C)C)CC)(C)C.[Cl:37][C:38](Cl)([O:40]C(=O)OC(Cl)(Cl)Cl)Cl.C([O-])(O)=O.[Na+], predict the reaction product. The product is: [ClH:37].[Br:12][C:5]1[C:6]([C:8]([F:10])([F:11])[F:9])=[CH:7][C:2]2[NH:1][C:38](=[O:40])[N:13]([CH:14]3[CH2:15][CH2:16][N:17]([C@H:20]4[CH2:25][CH2:24][C@H:23]([O:26][CH3:27])[CH2:22][CH2:21]4)[CH2:18][CH2:19]3)[C:3]=2[CH:4]=1.